This data is from Forward reaction prediction with 1.9M reactions from USPTO patents (1976-2016). The task is: Predict the product of the given reaction. (1) Given the reactants FC(F)(F)C(O)=O.C(OC([N:15]1[CH2:19][CH2:18][CH:17]([O:20][C:21]2[CH:22]=[C:23]([CH:49]=[CH:50][CH:51]=2)[C:24]([NH:26][C:27]2[CH:28]=[C:29]([CH:45]=[CH:46][C:47]=2[CH3:48])[C:30]([NH:32][C:33]2[CH:38]=[CH:37][CH:36]=[C:35]([N:39]3[CH2:44][CH2:43][O:42][CH2:41][CH2:40]3)[CH:34]=2)=[O:31])=[O:25])[CH2:16]1)=O)(C)(C)C, predict the reaction product. The product is: [CH3:48][C:47]1[CH:46]=[CH:45][C:29]([C:30]([NH:32][C:33]2[CH:38]=[CH:37][CH:36]=[C:35]([N:39]3[CH2:40][CH2:41][O:42][CH2:43][CH2:44]3)[CH:34]=2)=[O:31])=[CH:28][C:27]=1[NH:26][C:24](=[O:25])[C:23]1[CH:49]=[CH:50][CH:51]=[C:21]([O:20][CH:17]2[CH2:18][CH2:19][NH:15][CH2:16]2)[CH:22]=1. (2) Given the reactants [NH:1]1[C:9]2[C:4](=[CH:5][CH:6]=[CH:7][CH:8]=2)[CH:3]=[CH:2]1.C[Mg+].[Br-].[CH3:13][O:14][C:15]1[CH:23]=[CH:22][CH:21]=[CH:20][C:16]=1[C:17](Cl)=O.[Cl-].[NH4+].[CH2:26]([O:28]CC)C, predict the reaction product. The product is: [NH:1]1[C:9]2[C:4](=[CH:5][CH:6]=[CH:7][CH:8]=2)[C:3]([C:26](=[O:28])[CH2:17][C:16]2[CH:20]=[CH:21][CH:22]=[CH:23][C:15]=2[O:14][CH3:13])=[CH:2]1. (3) Given the reactants [F:1][C:2]1[CH:10]=[C:9]2[C:5]([CH:6]=[CH:7][NH:8]2)=[CH:4][CH:3]=1.[H-].[Na+].[CH3:13]I.[Cl-].[NH4+], predict the reaction product. The product is: [F:1][C:2]1[CH:10]=[C:9]2[C:5]([CH:6]=[CH:7][N:8]2[CH3:13])=[CH:4][CH:3]=1.